Predict the product of the given reaction. From a dataset of Forward reaction prediction with 1.9M reactions from USPTO patents (1976-2016). (1) Given the reactants [CH:1]1([C:6]([CH3:15])([C:12](=O)[CH3:13])[C:7](OCC)=[O:8])[CH2:5][CH2:4][CH2:3][CH2:2]1.[NH2:16][NH2:17], predict the reaction product. The product is: [CH:1]1([C:6]2([CH3:15])[C:7](=[O:8])[NH:17][N:16]=[C:12]2[CH3:13])[CH2:5][CH2:4][CH2:3][CH2:2]1. (2) The product is: [CH3:8][CH2:9][O:5][C:3]([CH3:2])=[O:4].[CH3:10][OH:11].[NH4+:22].[OH-:29].[CH3:28][O:29][C:30]1[CH:38]=[C:37]2[C:33]([CH2:34][C:35](=[O:40])[N:36]2[CH3:39])=[CH:32][C:31]=1[CH2:41][NH:27][C@H:26]1[CH2:25][CH2:24][CH2:23][NH:22][C@H:21]1[C:15]1[CH:16]=[CH:17][CH:18]=[CH:19][CH:20]=1. Given the reactants C(O)(=O)[CH2:2][C:3]([OH:5])=[O:4].[C:8](O)(=O)[CH2:9][C:10](O)=[O:11].[C:15]1([C@H:21]2[C@@H:26]([NH2:27])[CH2:25][CH2:24][CH2:23][NH:22]2)[CH:20]=[CH:19][CH:18]=[CH:17][CH:16]=1.[CH3:28][O:29][C:30]1[CH:38]=[C:37]2[C:33]([CH2:34][C:35](=[O:40])[N:36]2[CH3:39])=[CH:32][C:31]=1[CH:41]=O.C(O[BH-](OC(=O)C)OC(=O)C)(=O)C.[Na+].[OH-].[Na+], predict the reaction product. (3) Given the reactants [Cl:1][C:2]1[CH:7]=[CH:6][C:5]([S:8]([NH:11][C:12]2[CH:30]=[C:29]([O:31][CH3:32])[C:28]([O:33][CH3:34])=[CH:27][C:13]=2[C:14]([NH:16][C:17]2[CH:22]=[CH:21][C:20]([S:23](F)(=[O:25])=[O:24])=[CH:19][CH:18]=2)=[O:15])(=[O:10])=[O:9])=[CH:4][CH:3]=1.[NH:35]1[CH2:40][CH2:39][S:38][CH2:37][CH2:36]1, predict the reaction product. The product is: [Cl:1][C:2]1[CH:7]=[CH:6][C:5]([S:8]([NH:11][C:12]2[CH:30]=[C:29]([O:31][CH3:32])[C:28]([O:33][CH3:34])=[CH:27][C:13]=2[C:14]([NH:16][C:17]2[CH:22]=[CH:21][C:20]([S:23]([N:35]3[CH2:40][CH2:39][S:38][CH2:37][CH2:36]3)(=[O:25])=[O:24])=[CH:19][CH:18]=2)=[O:15])(=[O:10])=[O:9])=[CH:4][CH:3]=1. (4) Given the reactants N1(CCS(N2CCC(C3[C:25]4[C:20](=[C:21]([C:31](N)=[O:32])[CH:22]=[C:23](C5C=CSC=5)[CH:24]=4)NC=3)CC2)(=O)=O)CCCC1.Br[C:35]1[CH:36]=[C:37]2[C:41](=[C:42]([C:44]([NH2:46])=[O:45])[CH:43]=1)[NH:40][CH:39]=[C:38]2[CH:47]1[CH2:52][CH2:51][N:50]([S:53]([CH2:56][CH2:57][CH2:58][N:59]2[CH2:63][CH2:62][CH2:61][CH2:60]2)(=[O:55])=[O:54])[CH2:49][CH2:48]1.OCC1C=C(B(O)O)C=CC=1.C(=O)([O-])[O-].[Cs+].[Cs+], predict the reaction product. The product is: [OH:32][CH2:31][C:21]1[CH:20]=[C:25]([C:35]2[CH:36]=[C:37]3[C:41](=[C:42]([C:44]([NH2:46])=[O:45])[CH:43]=2)[NH:40][CH:39]=[C:38]3[CH:47]2[CH2:52][CH2:51][N:50]([S:53]([CH2:56][CH2:57][CH2:58][N:59]3[CH2:63][CH2:62][CH2:61][CH2:60]3)(=[O:55])=[O:54])[CH2:49][CH2:48]2)[CH:24]=[CH:23][CH:22]=1. (5) Given the reactants Br[C:2]1[CH:3]=[N:4][C:5]([N:8]2[CH2:13][CH2:12][O:11][C@H:10]([CH2:14][N:15]3[C:19]4=[N:20][C:21]([C:24]5[CH:25]=[N:26][N:27]([CH3:29])[CH:28]=5)=[CH:22][N:23]=[C:18]4[N:17]=[N:16]3)[CH2:9]2)=[N:6][CH:7]=1.[F:30][C:31]1[CH:45]=[C:44](B2OC(C)(C)C(C)(C)O2)[CH:43]=[CH:42][C:32]=1[O:33][CH2:34][CH2:35][N:36]1[CH2:41][CH2:40][O:39][CH2:38][CH2:37]1.C(=O)([O-])[O-].[Na+].[Na+], predict the reaction product. The product is: [F:30][C:31]1[CH:45]=[C:44]([C:2]2[CH:3]=[N:4][C:5]([N:8]3[CH2:13][CH2:12][O:11][C@H:10]([CH2:14][N:15]4[C:19]5=[N:20][C:21]([C:24]6[CH:25]=[N:26][N:27]([CH3:29])[CH:28]=6)=[CH:22][N:23]=[C:18]5[N:17]=[N:16]4)[CH2:9]3)=[N:6][CH:7]=2)[CH:43]=[CH:42][C:32]=1[O:33][CH2:34][CH2:35][N:36]1[CH2:37][CH2:38][O:39][CH2:40][CH2:41]1.